The task is: Predict which catalyst facilitates the given reaction.. This data is from Catalyst prediction with 721,799 reactions and 888 catalyst types from USPTO. (1) Reactant: [OH:1][C:2]([CH3:17])([CH3:16])[C@@H:3]([C:11]([N:13]([CH3:15])[CH3:14])=[O:12])[NH:4][C:5]1[CH2:9][S:8][C:7](=[O:10])[N:6]=1.[F:18][C:19]([F:40])([F:39])[C:20]1[CH:34]=[C:33]([C:35]([F:38])([F:37])[F:36])[CH:32]=[CH:31][C:21]=1[CH2:22][N:23]1[CH2:28][CH2:27][CH:26]([CH:29]=O)[CH2:25][CH2:24]1.C([O-])(=O)C.[NH2+]1CCCCC1. Product: [F:40][C:19]([F:18])([F:39])[C:20]1[CH:34]=[C:33]([C:35]([F:38])([F:37])[F:36])[CH:32]=[CH:31][C:21]=1[CH2:22][N:23]1[CH2:28][CH2:27][CH:26](/[CH:29]=[C:9]2/[C:5]([NH:4][C@H:3]([C:11]([N:13]([CH3:15])[CH3:14])=[O:12])[C:2]([OH:1])([CH3:17])[CH3:16])=[N:6][C:7](=[O:10])[S:8]/2)[CH2:25][CH2:24]1. The catalyst class is: 41. (2) The catalyst class is: 215. Product: [CH2:13]([O:7][CH:4]([CH2:3][CH:2]([CH3:8])[CH3:1])[C:5]#[CH:6])[CH:12]=[CH2:11]. Reactant: [CH3:1][CH:2]([CH3:8])[CH2:3][CH:4]([OH:7])[C:5]#[CH:6].[H-].[Na+].[CH2:11](Br)[CH:12]=[CH2:13]. (3) Reactant: Cl[C:2]1[N:7]=[CH:6][N:5]=[C:4]([NH:8][C:9]2[CH:14]=[CH:13][CH:12]=[C:11]([NH2:15])[N:10]=2)[CH:3]=1.[CH3:16][C:17]1[CH:18]=[C:19]([OH:23])[CH:20]=[CH:21][CH:22]=1.C([O-])([O-])=O.[K+].[K+]. Product: [CH3:16][C:17]1[CH:18]=[C:19]([CH:20]=[CH:21][CH:22]=1)[O:23][C:2]1[N:7]=[CH:6][N:5]=[C:4]([NH:8][C:9]2[CH:14]=[CH:13][CH:12]=[C:11]([NH2:15])[N:10]=2)[CH:3]=1. The catalyst class is: 31. (4) Reactant: [N+:1]([C:4]1[CH:5]=[C:6]([C:13]2[CH:17]=[C:16]([OH:18])[N:15]([CH3:19])[N:14]=2)[CH:7]=[C:8]([N+:10]([O-:12])=[O:11])[CH:9]=1)([O-:3])=[O:2].[OH-].[Na+].[CH2:22]=O.[C:24]1([CH3:33])[CH:29]=[CH:28][C:27]([S:30]([O-:32])=[O:31])=[CH:26][CH:25]=1.[Na+].Cl. Product: [N+:1]([C:4]1[CH:5]=[C:6]([C:13]2[C:17]([CH2:22][S:30]([C:27]3[CH:28]=[CH:29][C:24]([CH3:33])=[CH:25][CH:26]=3)(=[O:32])=[O:31])=[C:16]([OH:18])[N:15]([CH3:19])[N:14]=2)[CH:7]=[C:8]([N+:10]([O-:12])=[O:11])[CH:9]=1)([O-:3])=[O:2]. The catalyst class is: 40. (5) Reactant: [Cl:1][C:2]1[N:3]=[C:4](Cl)[C:5]2[C:10]([C:11]3[CH:20]=[CH:19][C:14]([C:15]([NH:17][CH3:18])=[O:16])=[CH:13][CH:12]=3)=[CH:9][N:8]([CH2:21][O:22][CH2:23][CH2:24][Si:25]([CH3:28])([CH3:27])[CH3:26])[C:6]=2[N:7]=1.[O:30]1[CH2:35][CH2:34][CH:33]([OH:36])[CH2:32][CH2:31]1.CC(C)([O-])C.[Na+]. Product: [Cl:1][C:2]1[N:3]=[C:4]([O:36][CH:33]2[CH2:34][CH2:35][O:30][CH2:31][CH2:32]2)[C:5]2[C:10]([C:11]3[CH:20]=[CH:19][C:14]([C:15]([NH:17][CH3:18])=[O:16])=[CH:13][CH:12]=3)=[CH:9][N:8]([CH2:21][O:22][CH2:23][CH2:24][Si:25]([CH3:26])([CH3:28])[CH3:27])[C:6]=2[N:7]=1. The catalyst class is: 258. (6) Reactant: [NH2:1][CH:2]1[CH2:7][CH2:6][C:5](=[O:8])[NH:4][C:3]1=[O:9].[CH2:10](Br)[C:11]1[CH:16]=[CH:15][CH:14]=[CH:13][CH:12]=1. Product: [CH2:10]([NH:1][CH:2]1[CH2:7][CH2:6][C:5](=[O:8])[NH:4][C:3]1=[O:9])[C:11]1[CH:16]=[CH:15][CH:14]=[CH:13][CH:12]=1. The catalyst class is: 66. (7) Reactant: [F:1][C:2]([F:30])([F:29])[C:3]1[CH:8]=[CH:7][N:6]=[C:5]([N:9]2[CH2:14][CH2:13][CH:12]([CH2:15][NH:16][C:17]([C:19]3[CH:28]=[CH:27][C:22]([C:23]([O:25]C)=[O:24])=[CH:21][CH:20]=3)=[O:18])[CH2:11][CH2:10]2)[N:4]=1.CO.O.[OH-].[Li+]. Product: [F:29][C:2]([F:1])([F:30])[C:3]1[CH:8]=[CH:7][N:6]=[C:5]([N:9]2[CH2:10][CH2:11][CH:12]([CH2:15][NH:16][C:17]([C:19]3[CH:28]=[CH:27][C:22]([C:23]([OH:25])=[O:24])=[CH:21][CH:20]=3)=[O:18])[CH2:13][CH2:14]2)[N:4]=1. The catalyst class is: 7. (8) Reactant: [CH3:1][O:2][C:3]1[CH:4]=[C:5]2[C:9](=[CH:10][CH:11]=1)[NH:8][CH:7]=[C:6]2[C:12]1[N:24]([S:25]([C:28]2[CH:34]=[CH:33][C:31]([CH3:32])=[CH:30][CH:29]=2)(=[O:27])=[O:26])[C:15]2=[N:16][CH:17]=[C:18]3[CH:22]=[N:21][N:20]([CH3:23])[C:19]3=[C:14]2[CH:13]=1.[H-].[Na+].Cl[CH2:38][C:39]([N:41]([CH3:43])[CH3:42])=[O:40]. Product: [CH3:1][O:2][C:3]1[CH:4]=[C:5]2[C:9](=[CH:10][CH:11]=1)[N:8]([CH2:38][C:39]([N:41]([CH3:43])[CH3:42])=[O:40])[CH:7]=[C:6]2[C:12]1[N:24]([S:25]([C:28]2[CH:34]=[CH:33][C:31]([CH3:32])=[CH:30][CH:29]=2)(=[O:27])=[O:26])[C:15]2=[N:16][CH:17]=[C:18]3[CH:22]=[N:21][N:20]([CH3:23])[C:19]3=[C:14]2[CH:13]=1. The catalyst class is: 3. (9) Reactant: C(OC(=O)[NH:7][CH:8]([C:10](=[O:28])[NH:11][C:12]1[CH:17]=[CH:16][C:15]([Br:18])=[CH:14][C:13]=1[C:19](=O)[C:20]1[CH:25]=[CH:24][CH:23]=[CH:22][C:21]=1[F:26])[CH3:9])(C)(C)C.Cl. Product: [Br:18][C:15]1[CH:16]=[CH:17][C:12]2[NH:11][C:10](=[O:28])[CH:8]([CH3:9])[N:7]=[C:19]([C:20]3[CH:25]=[CH:24][CH:23]=[CH:22][C:21]=3[F:26])[C:13]=2[CH:14]=1. The catalyst class is: 22. (10) Reactant: [CH:1]([C:4]1[N:5]=[C:6]2[CH:11]=[C:10]([C:12]([OH:14])=O)[CH:9]=[CH:8][N:7]2[C:15]=1[S:16]([OH:19])(=[O:18])=O)([CH3:3])[CH3:2].C(N(CC)CC)C.P(Cl)(Cl)([Cl:29])=O.[NH2:32][C:33]1[CH:38]=[CH:37][CH:36]=[CH:35][CH:34]=1.C(=O)([O-])O.[Na+]. Product: [CH:1]([C:4]1[N:5]=[C:6]2[CH:11]=[C:10]([C:12](=[O:14])[NH:32][C:33]3[CH:38]=[CH:37][CH:36]=[CH:35][CH:34]=3)[CH:9]=[CH:8][N:7]2[C:15]=1[S:16]([Cl:29])(=[O:18])=[O:19])([CH3:2])[CH3:3]. The catalyst class is: 68.